This data is from Forward reaction prediction with 1.9M reactions from USPTO patents (1976-2016). The task is: Predict the product of the given reaction. (1) Given the reactants [NH2:1][C:2]1[CH:3]2[C:10]([C:11]3[CH:16]=[CH:15][C:14]([CH3:17])=[CH:13][CH:12]=3)=[N:9][N:8]([C:18]3[CH:19]=[C:20]([CH:24]=[CH:25][CH:26]=3)[C:21](O)=[O:22])[CH:4]2[N:5]=[CH:6][N:7]=1.[CH2:27]([O:29][P:30]([C:35]1[CH:40]=[CH:39][C:38]([CH2:41][NH2:42])=[CH:37][C:36]=1[P:43]([O:48][CH2:49][CH3:50])([O:45][CH2:46][CH3:47])=[O:44])(=[O:34])[O:31][CH2:32][CH3:33])[CH3:28].C1C=CC2N(O)N=NC=2C=1.CCN=C=NCCCN(C)C.Cl, predict the reaction product. The product is: [CH2:27]([O:29][P:30]([C:35]1[CH:40]=[CH:39][C:38]([CH2:41][NH:42][C:21](=[O:22])[C:20]2[CH:24]=[CH:25][CH:26]=[C:18]([N:8]3[C:4]4=[N:5][CH:6]=[N:7][C:2]([NH2:1])=[C:3]4[C:10]([C:11]4[CH:16]=[CH:15][C:14]([CH3:17])=[CH:13][CH:12]=4)=[N:9]3)[CH:19]=2)=[CH:37][C:36]=1[P:43]([O:48][CH2:49][CH3:50])([O:45][CH2:46][CH3:47])=[O:44])(=[O:34])[O:31][CH2:32][CH3:33])[CH3:28]. (2) Given the reactants C([Li])CCC.[S:6]1[CH:10]=[CH:9][N:8]=[CH:7]1.[F:11][C:12]1[CH:31]=[CH:30][C:15]([C:16]([N:18]2[CH2:23][CH2:22][CH:21]([C:24](=[O:29])N(C)OC)[CH2:20][CH2:19]2)=[O:17])=[CH:14][CH:13]=1, predict the reaction product. The product is: [F:11][C:12]1[CH:31]=[CH:30][C:15]([C:16]([N:18]2[CH2:19][CH2:20][CH:21]([C:24]([C:7]3[S:6][CH:10]=[CH:9][N:8]=3)=[O:29])[CH2:22][CH2:23]2)=[O:17])=[CH:14][CH:13]=1. (3) Given the reactants [CH3:1][N:2]([CH3:6])[C:3](Cl)=[O:4].[CH3:7][N:8]([CH3:31])[C:9]([C:11]1[N:15]([C:16]2[CH:21]=[CH:20][C:19]([O:22][CH3:23])=[CH:18][CH:17]=2)[C:14]([C:24]([O:26][CH2:27][CH3:28])=[O:25])=[C:13]([OH:29])[C:12]=1[OH:30])=[O:10].C([O-])([O-])=O.[K+].[K+], predict the reaction product. The product is: [CH3:31][N:8]([CH3:7])[C:9]([C:11]1[N:15]([C:16]2[CH:17]=[CH:18][C:19]([O:22][CH3:23])=[CH:20][CH:21]=2)[C:14]([C:24]([O:26][CH2:27][CH3:28])=[O:25])=[C:13]([OH:29])[C:12]=1[O:30][C:3](=[O:4])[N:2]([CH3:6])[CH3:1])=[O:10]. (4) Given the reactants [O:1]=[S:2]1(=[O:61])[CH2:7][CH2:6][N:5]([CH2:8][CH2:9][CH2:10][NH:11][CH2:12][C@:13]23[CH2:57][CH2:56][C@@H:55]([C:58]([CH3:60])=[CH2:59])[C@@H:14]2[C@@H:15]2[C@@:28]([CH3:31])([CH2:29][CH2:30]3)[C@@:27]3([CH3:32])[C@@H:18]([C@:19]4([CH3:54])[C@@H:24]([CH2:25][CH2:26]3)[C:23]([CH3:34])([CH3:33])[C:22]([C:35]3[CH2:53][C:37]5([CH2:40][C:39]([C:47]([O:49]C(C)C)=[O:48])([C:41]([O:43]C(C)C)=[O:42])[CH2:38]5)[CH:36]=3)=[CH:21][CH2:20]4)[CH2:17][CH2:16]2)[CH2:4][CH2:3]1.[OH-].[Na+], predict the reaction product. The product is: [O:61]=[S:2]1(=[O:1])[CH2:7][CH2:6][N:5]([CH2:8][CH2:9][CH2:10][NH:11][CH2:12][C@:13]23[CH2:57][CH2:56][C@@H:55]([C:58]([CH3:60])=[CH2:59])[C@@H:14]2[C@@H:15]2[C@@:28]([CH3:31])([CH2:29][CH2:30]3)[C@@:27]3([CH3:32])[C@@H:18]([C@:19]4([CH3:54])[C@@H:24]([CH2:25][CH2:26]3)[C:23]([CH3:34])([CH3:33])[C:22]([C:35]3[CH2:53][C:37]5([CH2:38][C:39]([C:41]([OH:43])=[O:42])([C:47]([OH:49])=[O:48])[CH2:40]5)[CH:36]=3)=[CH:21][CH2:20]4)[CH2:17][CH2:16]2)[CH2:4][CH2:3]1. (5) Given the reactants C([O:3][C:4](=[O:36])[CH2:5][O:6][C:7]1[CH:12]=[C:11](Cl)[C:10]([S:14][C:15]2[CH:20]=[C:19]([O:21][CH2:22][CH2:23][CH2:24][N:25]3[CH2:30][CH2:29][O:28][CH2:27][CH2:26]3)[CH:18]=[C:17]([C:31]#[C:32][CH2:33][O:34][CH3:35])[CH:16]=2)=[CH:9][CH:8]=1)C.[OH-].[Na+].[ClH:39], predict the reaction product. The product is: [Cl:39][C:8]1[CH:9]=[C:10]([S:14][C:15]2[CH:20]=[C:19]([O:21][CH2:22][CH2:23][CH2:24][N:25]3[CH2:30][CH2:29][O:28][CH2:27][CH2:26]3)[CH:18]=[C:17]([C:31]#[C:32][CH2:33][O:34][CH3:35])[CH:16]=2)[CH:11]=[CH:12][C:7]=1[O:6][CH2:5][C:4]([OH:3])=[O:36]. (6) Given the reactants [C:1]([O:5][C:6]([N:8]1[CH2:13][CH2:12][CH2:11][CH:10]([NH:14][C:15]2[CH:20]=[CH:19][CH:18]=[CH:17][C:16]=2[S:21][C:22]2[CH:27]=[CH:26][C:25]([Cl:28])=[CH:24][C:23]=2Cl)[CH2:9]1)=[O:7])([CH3:4])([CH3:3])[CH3:2].C(=O)([O-])[O-].[Cs+].[Cs+].N#N, predict the reaction product. The product is: [C:1]([O:5][C:6]([N:8]1[CH2:13][CH2:12][CH2:11][CH:10]([N:14]2[C:27]3[CH:26]=[C:25]([Cl:28])[CH:24]=[CH:23][C:22]=3[S:21][C:16]3[C:15]2=[CH:20][CH:19]=[CH:18][CH:17]=3)[CH2:9]1)=[O:7])([CH3:3])([CH3:2])[CH3:4]. (7) Given the reactants [NH2:1][C@H:2]1[C:11]2[C:6](=[CH:7][CH:8]=[CH:9][CH:10]=2)[N:5]([C:12](=[O:14])[CH3:13])[C@@H:4]([CH3:15])[C@@H:3]1[CH3:16].Br[C:18]1[CH:19]=[N:20][CH:21]=[C:22]([CH3:24])[CH:23]=1.CC(C)([O-])C.[Na+].CN(C1C(C2C(P(C3CCCCC3)C3CCCCC3)=CC=CC=2)=CC=CC=1)C, predict the reaction product. The product is: [CH3:15][C@H:4]1[C@H:3]([CH3:16])[C@@H:2]([NH:1][C:18]2[CH:19]=[N:20][CH:21]=[C:22]([CH3:24])[CH:23]=2)[C:11]2[C:6](=[CH:7][CH:8]=[CH:9][CH:10]=2)[N:5]1[C:12](=[O:14])[CH3:13]. (8) Given the reactants N[C:2]1[CH:7]=[C:6]([Cl:8])[CH:5]=[CH:4][C:3]=1[S:9]([NH:12][C:13]1[CH:14]=[CH:15][CH:16]=[C:17]2[C:22]=1[N:21]=[CH:20][CH:19]=[CH:18]2)(=[O:11])=[O:10].N(OC(C)(C)C)=O.CC(O)=O, predict the reaction product. The product is: [Cl:8][C:6]1[CH:5]=[C:4]2[C:3]([S:9](=[O:11])(=[O:10])[NH:12][C:13]3[C:14]2=[CH:15][CH:16]=[C:17]2[C:22]=3[N:21]=[CH:20][CH:19]=[CH:18]2)=[CH:2][CH:7]=1. (9) Given the reactants [C:1]([O:5][C:6]([NH:8][C:9]1[CH:10]=[C:11]([CH:14]=[CH:15][CH:16]=1)[CH:12]=[O:13])=[O:7])(C)(C)[CH3:2].[H-].[Na+].BrCCO.C(OCC)(=O)C, predict the reaction product. The product is: [O:7]=[C:6]1[N:8]([C:9]2[CH:10]=[C:11]([CH:14]=[CH:15][CH:16]=2)[CH:12]=[O:13])[CH2:2][CH2:1][O:5]1. (10) Given the reactants [CH3:1][CH:2]([OH:7])[CH2:3][CH:4]([OH:6])[CH3:5].N1C=CC=CC=1.[C:14](Cl)(=[O:21])[C:15]1[CH:20]=[CH:19][CH:18]=[CH:17][CH:16]=1, predict the reaction product. The product is: [C:14]([O:6][CH:4]([CH2:3][CH:2]([OH:7])[CH3:1])[CH3:5])(=[O:21])[C:15]1[CH:20]=[CH:19][CH:18]=[CH:17][CH:16]=1.